This data is from Peptide-MHC class I binding affinity with 185,985 pairs from IEDB/IMGT. The task is: Regression. Given a peptide amino acid sequence and an MHC pseudo amino acid sequence, predict their binding affinity value. This is MHC class I binding data. (1) The peptide sequence is LAKSVFNSL. The MHC is HLA-B08:01 with pseudo-sequence HLA-B08:01. The binding affinity (normalized) is 0.391. (2) The peptide sequence is SVNCFTSLVWAPL. The MHC is HLA-A02:02 with pseudo-sequence HLA-A02:02. The binding affinity (normalized) is 0.857. (3) The peptide sequence is RTRAGRHAF. The MHC is HLA-B45:06 with pseudo-sequence HLA-B45:06. The binding affinity (normalized) is 0.213.